Dataset: Experimentally validated miRNA-target interactions with 360,000+ pairs, plus equal number of negative samples. Task: Binary Classification. Given a miRNA mature sequence and a target amino acid sequence, predict their likelihood of interaction. (1) The miRNA is mmu-miR-6516-3p with sequence UCAUGUAUGAUACUGCAAACAG. The protein sequence of the target gene is MGVPKRKASGGQDGAASSAGAAKRARKEELTGVRFKAQLKDPQGPGPGLEAFVSAAKKLPREDVYDVVEGYIKISVECVEIFQLLSGEKRPESETMLIFQVFEAILLRTASDLSHFHVVGTNIVKKLMNNHMKLICESLYASGYRLARACLSLMTAMVTQGPEAARDVCSHFDLNKKTLYTLVTKRDSKGVYDVRQAYVQFALSFLIAGDDSTIVQVLEVKEFIPCIFSSGIKEDRISTINILLSTLKTKVVHNKNITKTQKVRFFTGQLLNHIASLYNWNGITDVNPENVKVSAEEAGK.... Result: 0 (no interaction). (2) The miRNA is hsa-miR-4705 with sequence UCAAUCACUUGGUAAUUGCUGU. The protein sequence of the target gene is MAVDSAMELLFLDTFKHPSAEQSSHIDVVRFPCVVYINEVRVIPPGVRAHSSLPDNRAYGETSPHTFQLDLFFNNVSKPSAPVFDRLGSLEYDENTSIIFRPNSKVNTDGLVLRGWYNCLTLAIYGSVDRVISHDRDSPPPPPPPPPPPQPQPSLKRNPKHADGEKEDQFNGSPPRPQPRGPRTPPGPPPPDDDEDDPVPLPVSGDKEEDAPHREDYFEPISPDRNSVPQEGQYSDEGEVEEEQQEEGEEDEDDVDVEEEEDEDEDDRRTVDSIPEEEEEDEEEEGEEDEEGEGDDGYEQ.... Result: 0 (no interaction). (3) The miRNA is mmu-miR-135a-2-3p with sequence UGUAGGGAUGGAAGCCAUGAA. The protein sequence of the target gene is MASSAAGCVVIVGSGVIGRSWAMLFASGGFQVKLYDIEQQQIRNALENIRKEMKLLEQAGSLKGSLSVEEQLSLISGCPNIQEAVEGAMHIQECVPEDLELKKKIFAQLDSIIDDRVILSSSTSCLMPSKLFAGLVHVKQCIVAHPVNPPYYIPLVELVPHPETAPTTVDRTHALMKKIGQCPMRVQKEVAGFVLNRLQYAIISEAWRLVEEGIVSPSDLDLVMSEGLGMRYAFIGPLETMHLNAEGMLSYCDRYSEGIKHVLQTFGPIPEFSRATAEKVNQDMCMKVPDDPEHLAARRQ.... Result: 0 (no interaction). (4) The miRNA is mmu-miR-712-5p with sequence CUCCUUCACCCGGGCGGUACC. The protein sequence of the target gene is MAVLRQLALLLWKNYTLQKRKVLVTVLELFLPLLFSGILIWLRLKIQSENVPNATIYPGQSIQELPLFFTFPPPGDTWELAYIPSHSDAAKTVTETVRRALVINMRVRGFPSEKDFEDYIRYDNCSSSVLAAVVFEHPFNHSKEPLPLAVKYHLRFSYTRRNYMWTQTGSFFLKETEGWHTTSLFPLFPNPGPREPTSPDGGEPGYIREGFLAVQHAVDRAIMEYHADAATRQLFQRLTVTIKRFPYPPFIADPFLVAIQYQLPLLLLLSFTYTALTIARAVVQEKERRLKEYMRMMGLS.... Result: 0 (no interaction). (5) The miRNA is hsa-miR-497-3p with sequence CAAACCACACUGUGGUGUUAGA. The protein sequence of the target gene is MGKRLDLSTLTDEEAEHVWAVVQRDFDLRRREEERLQGLKGKIQKESSKRELLSDTAHLNETHCARCLQPYRLLLNSRRQCLECSLFVCKSCSHAHPEEQGWLCDPCHLARVVKIGSLEWYYQHVRARFKRFGSAKVIRSLCGRLQGGGGSEPSLEEGNGDSEQTDEDGDLDTEARDQPLNSKKKKRLLSFRDVDFEEDSDHLVQPCSQTLGLSSVPESAHSLQSLSGEPYSEDTTSLEPEGLEETGARALGCRPSPEVQPCSPLPSGEDAHAELDSPAASCKSAFGTTAMPGTDDVRGK.... Result: 0 (no interaction). (6) The miRNA is hsa-miR-335-5p with sequence UCAAGAGCAAUAACGAAAAAUGU. The protein sequence of the target gene is MESLRGYTHSDIGYRSLAVGEDIEEVNDEKLTVTSLMARGGEDEENTRSKPEYGTEAENNVGTEGSVPSDDQDREGGGGHEPEQQQEEPPLTKPEQQQEEPPLLELKQEQEEPPQTTVEGPQPAEGPQTAEGPQPPERKRRRRTAFTQFQLQELENFFDESQYPDVVARERLAARLNLTEDRVQVWFQNRRAKWKRNQRVLMLRNTATADLAHPLDMFLGGAYYAAPALDPALCVHLVPQLPRPPVLPVPPMPPRPPMVPMPPRPPIAPMPPMAPVPPGSRMAPVPPGPRMAPVPPWPPM.... Result: 1 (interaction).